Dataset: Reaction yield outcomes from USPTO patents with 853,638 reactions. Task: Predict the reaction yield, written as a fraction of the theoretical maximum amount of product (1.0 means a 100% yield; for example, 0.34 means a 34% yield). (1) The reactants are Br[C:2]([CH3:13])([C:8]([O:10][CH2:11][CH3:12])=[O:9])[C:3]([O:5][CH2:6][CH3:7])=[O:4].[F-].[K+].[N+:16]([C:19]1[CH:20]=[C:21]([OH:25])[CH:22]=[CH:23][CH:24]=1)([O-:18])=[O:17]. The catalyst is CN(C=O)C.O. The product is [CH3:13][C:2]([O:25][C:21]1[CH:22]=[CH:23][CH:24]=[C:19]([N+:16]([O-:18])=[O:17])[CH:20]=1)([C:8]([O:10][CH2:11][CH3:12])=[O:9])[C:3]([O:5][CH2:6][CH3:7])=[O:4]. The yield is 0.800. (2) The reactants are [CH:1]1([NH2:4])[CH2:3][CH2:2]1.Cl.Cl[CH2:7][C:8]1[C:13]([O:14][CH3:15])=[C:12]([O:16][CH3:17])[CH:11]=[CH:10][NH+:9]=1.ClCCl.CO. The catalyst is C(O)C.C(=O)([O-])O.[Na+]. The product is [CH3:15][O:14][C:13]1[C:8]([CH2:7][NH:4][CH:1]2[CH2:3][CH2:2]2)=[N:9][CH:10]=[CH:11][C:12]=1[O:16][CH3:17]. The yield is 0.420. (3) The reactants are Br[C:2]1[C:6]2[CH:7]=[CH:8][CH:9]=[CH:10][C:5]=2[S:4][C:3]=1[CH3:11].CCCCCC.C([Li])CCC.[CH:23]1([CH:29]=[O:30])[CH2:28][CH2:27][CH2:26][CH2:25][CH2:24]1.[Cl-].[NH4+]. The product is [CH:23]1([CH:29]([C:2]2[C:6]3[CH:7]=[CH:8][CH:9]=[CH:10][C:5]=3[S:4][C:3]=2[CH3:11])[OH:30])[CH2:28][CH2:27][CH2:26][CH2:25][CH2:24]1. The catalyst is O1CCCC1. The yield is 0.850.